From a dataset of Catalyst prediction with 721,799 reactions and 888 catalyst types from USPTO. Predict which catalyst facilitates the given reaction. (1) Reactant: [Si:1]([O:8][CH2:9][C:10]1[CH:15]=[C:14]([CH3:16])[NH:13][C:12](=[O:17])[C:11]=1[C:18]#[N:19])([C:4]([CH3:7])([CH3:6])[CH3:5])([CH3:3])[CH3:2].N.[H][H]. Product: [NH2:19][CH2:18][C:11]1[C:12](=[O:17])[NH:13][C:14]([CH3:16])=[CH:15][C:10]=1[CH2:9][O:8][Si:1]([C:4]([CH3:6])([CH3:5])[CH3:7])([CH3:2])[CH3:3]. The catalyst class is: 94. (2) Reactant: [F:1][C:2]([F:35])([F:34])[C:3]1[CH:4]=[CH:5][C:6]2[O:11][CH2:10][N:9]([C:12]([C@:14]34[CH2:21][C@H:20]([N:22]5C(=O)C6C(=CC=CC=6)C5=O)[CH2:19][C@H:15]3[O:16][CH2:17][CH2:18]4)=[O:13])[CH2:8][C:7]=2[CH:33]=1.NN. Product: [NH2:22][C@@H:20]1[CH2:19][C@H:15]2[O:16][CH2:17][CH2:18][C@@:14]2([C:12]([N:9]2[CH2:8][C:7]3[CH:33]=[C:3]([C:2]([F:35])([F:34])[F:1])[CH:4]=[CH:5][C:6]=3[O:11][CH2:10]2)=[O:13])[CH2:21]1. The catalyst class is: 8. (3) Reactant: C(O)C.[C:4]([CH2:6][C:7]([O:9][CH2:10][CH3:11])=[O:8])#[N:5].[C:12](=[S:14])=[S:13].[OH-].[Na+:16]. Product: [C:4]([C:6]([C:7]([O:9][CH2:10][CH3:11])=[O:8])=[C:12]([S-:14])[S-:13])#[N:5].[Na+:16].[Na+:16]. The catalyst class is: 6. (4) The catalyst class is: 3. Reactant: C(N1C=CN=C1)([N:3]1C=CN=C1)=O.[CH:13]1([NH:19][C:20]2[CH:29]=[C:28]3[C:23]([C:24](=[O:38])[C:25]([C:35]([OH:37])=O)=[CH:26][N:27]3[CH:30]3[CH2:34][CH2:33][CH2:32][CH2:31]3)=[CH:22][C:21]=2[F:39])[CH2:18][CH2:17][CH2:16][CH2:15][CH2:14]1.N. Product: [CH:13]1([NH:19][C:20]2[CH:29]=[C:28]3[C:23]([C:24](=[O:38])[C:25]([C:35]([NH2:3])=[O:37])=[CH:26][N:27]3[CH:30]3[CH2:31][CH2:32][CH2:33][CH2:34]3)=[CH:22][C:21]=2[F:39])[CH2:14][CH2:15][CH2:16][CH2:17][CH2:18]1. (5) Reactant: Cl[C:2]1[N:7]=[C:6]([Cl:8])[N:5]=[C:4]([CH3:9])[N:3]=1.[Cl:10][C:11]1[CH:16]=[C:15]([Cl:17])[CH:14]=[CH:13][C:12]=1[CH2:18][NH:19][C:20]([CH:22]1[CH2:27][CH2:26][NH:25][CH2:24][CH2:23]1)=[O:21].C(N(C(C)C)CC)(C)C. Product: [Cl:8][C:6]1[N:5]=[C:4]([CH3:9])[N:3]=[C:2]([N:25]2[CH2:26][CH2:27][CH:22]([C:20]([NH:19][CH2:18][C:12]3[CH:13]=[CH:14][C:15]([Cl:17])=[CH:16][C:11]=3[Cl:10])=[O:21])[CH2:23][CH2:24]2)[N:7]=1. The catalyst class is: 10. (6) Reactant: [CH2:1]([C@@H:3]([N:7]1[CH2:11][CH2:10][CH2:9][CH2:8]1)[C:4]#[C:5][CH3:6])[CH3:2]. Product: [CH2:1]([C@@H:3]([N:7]1[CH2:11][CH2:10][CH2:9][CH2:8]1)/[CH:4]=[CH:5]\[CH3:6])[CH3:2]. The catalyst class is: 256.